This data is from Forward reaction prediction with 1.9M reactions from USPTO patents (1976-2016). The task is: Predict the product of the given reaction. (1) Given the reactants [Br:1][C:2]1[C:3]2[C:4]([S:23][C:24]3[CH:29]=[CH:28][C:27]([Cl:30])=[CH:26][CH:25]=3)=[C:5]3[CH:14]([C:15]([F:22])([F:21])[C:16]([O:18]CC)=[O:17])[CH2:13][CH2:12][N:6]3[C:7]=2[CH:8]=[C:9]([F:11])[CH:10]=1.[Li+].[OH-], predict the reaction product. The product is: [Br:1][C:2]1[C:3]2[C:4]([S:23][C:24]3[CH:25]=[CH:26][C:27]([Cl:30])=[CH:28][CH:29]=3)=[C:5]3[CH:14]([C:15]([F:21])([F:22])[C:16]([OH:18])=[O:17])[CH2:13][CH2:12][N:6]3[C:7]=2[CH:8]=[C:9]([F:11])[CH:10]=1. (2) Given the reactants C[O:2][C:3](=[O:13])[C:4]([CH3:12])([C:6]1[CH:11]=[CH:10][CH:9]=[CH:8][N:7]=1)[CH3:5].[OH-].[Li+].Cl, predict the reaction product. The product is: [CH3:12][C:4]([C:6]1[CH:11]=[CH:10][CH:9]=[CH:8][N:7]=1)([CH3:5])[C:3]([OH:13])=[O:2]. (3) The product is: [Cl:18][C:15]1[CH:16]=[CH:17][C:12]([S:9]([NH:8][C:6]2[CH:7]=[C:2]([Cl:1])[CH:3]=[CH:4][C:5]=2[SH:23])(=[O:11])=[O:10])=[CH:13][C:14]=1[C:19]([F:20])([F:22])[F:21]. Given the reactants [Cl:1][C:2]1[CH:3]=[CH:4][C:5]([S:23][S:23][C:5]2[CH:4]=[CH:3][C:2]([Cl:1])=[CH:7][C:6]=2[NH:8][S:9]([C:12]2[CH:17]=[CH:16][C:15]([Cl:18])=[C:14]([C:19]([F:22])([F:21])[F:20])[CH:13]=2)(=[O:11])=[O:10])=[C:6]([NH:8][S:9]([C:12]2[CH:17]=[CH:16][C:15]([Cl:18])=[C:14]([C:19]([F:22])([F:21])[F:20])[CH:13]=2)(=[O:11])=[O:10])[CH:7]=1.[BH4-].[Na+].Cl, predict the reaction product. (4) The product is: [NH2:1][C:4]1[CH:5]=[CH:6][C:7]([C:10]2([C:15]([NH2:17])=[O:16])[CH2:14][CH2:13][CH2:12][CH2:11]2)=[CH:8][CH:9]=1. Given the reactants [N+:1]([C:4]1[CH:9]=[CH:8][C:7]([C:10]2([C:15]([NH2:17])=[O:16])[CH2:14][CH2:13][CH2:12][CH2:11]2)=[CH:6][CH:5]=1)([O-])=O, predict the reaction product. (5) Given the reactants C(OC(=O)[NH:7][CH:8]1[CH2:12][CH2:11][O:10][C:9]1([CH3:14])[CH3:13])(C)(C)C.[ClH:16], predict the reaction product. The product is: [ClH:16].[CH3:13][C:9]1([CH3:14])[CH:8]([NH2:7])[CH2:12][CH2:11][O:10]1.